From a dataset of Full USPTO retrosynthesis dataset with 1.9M reactions from patents (1976-2016). Predict the reactants needed to synthesize the given product. (1) Given the product [ClH:32].[Cl:34][C:35]1[C:36]([O:45][CH:46]2[CH2:51][CH2:50][N:49]([CH2:52][C:53]3[C:65]([CH:66]4[CH2:68][CH2:67]4)=[CH:64][C:56]([C:57]([OH:59])=[O:58])=[C:55]([F:69])[CH:54]=3)[CH2:48][CH2:47]2)=[N:37][CH:38]=[C:39]([C:41]([F:44])([F:43])[F:42])[CH:40]=1, predict the reactants needed to synthesize it. The reactants are: C1(C2C(CN3CCN(CC4C=C([Cl:32])C=C(Cl)C=4)CC3)=CC(F)=C(C=2)C(OC(C)(C)C)=O)CC1.[Cl:34][C:35]1[C:36]([O:45][CH:46]2[CH2:51][CH2:50][N:49]([CH2:52][C:53]3[C:65]([CH:66]4[CH2:68][CH2:67]4)=[CH:64][C:56]([C:57]([O:59]C(C)(C)C)=[O:58])=[C:55]([F:69])[CH:54]=3)[CH2:48][CH2:47]2)=[N:37][CH:38]=[C:39]([C:41]([F:44])([F:43])[F:42])[CH:40]=1. (2) Given the product [Br:1][C:2]1[CH:11]=[CH:10][C:5]2[N:6]=[C:7]([NH:9][C:15]([NH:14][CH2:12][CH3:13])=[O:16])[S:8][C:4]=2[CH:3]=1, predict the reactants needed to synthesize it. The reactants are: [Br:1][C:2]1[CH:11]=[CH:10][C:5]2[N:6]=[C:7]([NH2:9])[S:8][C:4]=2[CH:3]=1.[CH2:12]([N:14]=[C:15]=[O:16])[CH3:13].C(N(CC)CC)C. (3) Given the product [CH3:38][O:39][CH2:40][CH2:41][O:42][CH:43]1[CH2:46][N:45]([CH2:1][C:3]2[CH:4]=[CH:5][C:6]([C:9]#[C:10][C:11]3[CH:12]=[CH:13][C:14]([C:15]([N:17]([CH3:34])[C@:18]([CH3:33])([C:23]([NH:25][O:26][CH:27]4[CH2:32][CH2:31][CH2:30][CH2:29][O:28]4)=[O:24])[C:19]([NH:21][CH3:22])=[O:20])=[O:16])=[CH:35][CH:36]=3)=[CH:7][CH:8]=2)[CH2:44]1, predict the reactants needed to synthesize it. The reactants are: [CH:1]([C:3]1[CH:8]=[CH:7][C:6]([C:9]#[C:10][C:11]2[CH:36]=[CH:35][C:14]([C:15]([N:17]([CH3:34])[C@:18]([CH3:33])([C:23]([NH:25][O:26][CH:27]3[CH2:32][CH2:31][CH2:30][CH2:29][O:28]3)=[O:24])[C:19]([NH:21][CH3:22])=[O:20])=[O:16])=[CH:13][CH:12]=2)=[CH:5][CH:4]=1)=O.Cl.[CH3:38][O:39][CH2:40][CH2:41][O:42][CH:43]1[CH2:46][NH:45][CH2:44]1. (4) Given the product [C:17]1([S:39]([NH2:42])(=[O:41])=[O:40])[CH:22]=[CH:21][CH:20]=[CH:19][CH:18]=1, predict the reactants needed to synthesize it. The reactants are: N1(C([O-])=O)CCCCC1.C([C:17]1([S:39]([N:42](CC2C=CC(OC)=CC=2OC)C2SN=CN=2)(=[O:41])=[O:40])[CH:22]=[C:21](F)[C:20](OC(C2C=CC(Cl)=CC=2)C2CCNC2)=[CH:19][CH:18]1F)C1C=CC=CC=1. (5) Given the product [Br:8][C:9]1[C:10]([CH3:18])=[C:11]([CH:15]=[CH:16][CH:17]=1)[C:12]([O:14][CH3:19])=[O:13], predict the reactants needed to synthesize it. The reactants are: C[Si](C=[N+]=[N-])(C)C.[Br:8][C:9]1[C:10]([CH3:18])=[C:11]([CH:15]=[CH:16][CH:17]=1)[C:12]([OH:14])=[O:13].[CH3:19]O. (6) Given the product [I:1][C:2]1[CH:3]=[CH:4][C:5]2[N:6]([CH:8]=[C:9]([C:11]([NH:17][CH3:16])=[O:13])[N:10]=2)[N:7]=1, predict the reactants needed to synthesize it. The reactants are: [I:1][C:2]1[CH:3]=[CH:4][C:5]2[N:6]([CH:8]=[C:9]([C:11]([O:13]CC)=O)[N:10]=2)[N:7]=1.[CH3:16][NH2:17].O1CCCC1. (7) Given the product [C:7]([CH2:6][C:3]1([CH2:2][O:1][S:17]([CH3:16])(=[O:19])=[O:18])[CH2:5][CH2:4]1)#[N:8], predict the reactants needed to synthesize it. The reactants are: [OH:1][CH2:2][C:3]1([CH2:6][C:7]#[N:8])[CH2:5][CH2:4]1.C(N(CC)CC)C.[CH3:16][S:17](Cl)(=[O:19])=[O:18]. (8) Given the product [Cl:1][C:2]1[N:7]=[CH:6][C:5]([NH:8][CH3:9])=[C:4]([C:14]2[CH:13]=[C:12]([F:11])[CH:17]=[CH:16][C:15]=2[CH3:21])[CH:3]=1, predict the reactants needed to synthesize it. The reactants are: [Cl:1][C:2]1[N:7]=[CH:6][C:5]([NH:8][CH3:9])=[C:4](I)[CH:3]=1.[F:11][C:12]1[CH:13]=[CH:14][C:15]([CH3:21])=[C:16](B(O)O)[CH:17]=1.